From a dataset of M1 muscarinic receptor antagonist screen with 61,756 compounds. Binary Classification. Given a drug SMILES string, predict its activity (active/inactive) in a high-throughput screening assay against a specified biological target. (1) The compound is S(c1n2c(=NC(CCC(=O)NCc3occc3)C2=O)c2c(n1)cccc2)Cc1ccc(cc1)C. The result is 0 (inactive). (2) The drug is P(=O)(CCc1c(O)cccc1)(CC)CC. The result is 0 (inactive). (3) The molecule is Clc1ccc(Cn2c(C=3OCCN3)ccc2)cc1. The result is 0 (inactive).